From a dataset of Full USPTO retrosynthesis dataset with 1.9M reactions from patents (1976-2016). Predict the reactants needed to synthesize the given product. Given the product [Cl:1][C:2]1[CH:3]=[N:4][N:5]([C:7]2[CH:12]=[CH:11][N:10]=[CH:9][C:8]=2[N:13]2[CH2:14][CH2:15][CH:16]([C:19]([NH:28][C@H:25]3[CH2:26][CH2:27][O:23][CH2:24]3)=[O:21])[CH2:17][CH2:18]2)[CH:6]=1, predict the reactants needed to synthesize it. The reactants are: [Cl:1][C:2]1[CH:3]=[N:4][N:5]([C:7]2[CH:12]=[CH:11][N:10]=[CH:9][C:8]=2[N:13]2[CH2:18][CH2:17][CH:16]([C:19]([OH:21])=O)[CH2:15][CH2:14]2)[CH:6]=1.Cl.[O:23]1[CH2:27][CH2:26][C@H:25]([NH2:28])[CH2:24]1.CN(C(ON1N=NC2C=CC=NC1=2)=[N+](C)C)C.F[P-](F)(F)(F)(F)F.C(N(CC)CC)C.